The task is: Regression. Given a peptide amino acid sequence and an MHC pseudo amino acid sequence, predict their binding affinity value. This is MHC class I binding data.. This data is from Peptide-MHC class I binding affinity with 185,985 pairs from IEDB/IMGT. (1) The peptide sequence is DEVEFLGHY. The MHC is HLA-B53:01 with pseudo-sequence HLA-B53:01. The binding affinity (normalized) is 0.0725. (2) The peptide sequence is EKPKFLPDL. The MHC is HLA-A69:01 with pseudo-sequence HLA-A69:01. The binding affinity (normalized) is 0.0847.